From a dataset of Forward reaction prediction with 1.9M reactions from USPTO patents (1976-2016). Predict the product of the given reaction. (1) Given the reactants [Cl:1][C:2]1[CH:3]=[C:4]2[N:25]=[C:24]([O:26][C@H:27]3[C@H:31]4[O:32][CH2:33][C@@H:34]([OH:35])[C@H:30]4[O:29][CH2:28]3)[N:23]([CH2:36][O:37][CH2:38][CH2:39][Si:40]([CH3:43])([CH3:42])[CH3:41])[C:5]2=[N:6][C:7]=1[C:8]1[CH:13]=[CH:12][C:11](B2OC(C)(C)C(C)(C)O2)=[CH:10][CH:9]=1.Br[C:45]1[CH:46]=[C:47]([N:51]=[S:52]([CH3:55])([CH3:54])=[O:53])[CH:48]=[CH:49][CH:50]=1, predict the reaction product. The product is: [Cl:1][C:2]1[CH:3]=[C:4]2[N:25]=[C:24]([O:26][C@@H:27]3[CH2:28][O:29][C@@H:30]4[C@H:34]([OH:35])[CH2:33][O:32][C@H:31]34)[N:23]([CH2:36][O:37][CH2:38][CH2:39][Si:40]([CH3:43])([CH3:42])[CH3:41])[C:5]2=[N:6][C:7]=1[C:8]1[CH:9]=[CH:10][C:11]([C:45]2[CH:50]=[CH:49][CH:48]=[C:47]([N:51]=[S:52]([CH3:55])([CH3:54])=[O:53])[CH:46]=2)=[CH:12][CH:13]=1. (2) Given the reactants [CH3:1][C:2]1([CH3:17])[C:13]2[C:14]3[N:5]([C:6](=[O:16])[C:7](=[O:15])[NH:8][C:9]=3[CH:10]=[CH:11][CH:12]=2)[CH2:4][CH2:3]1.[H-].[Na+].Br[CH2:21]/[CH:22]=[CH:23]/[C@H:24]1[CH2:28][O:27][C:26]([CH3:30])([CH3:29])[O:25]1.O, predict the reaction product. The product is: [CH3:29][C:26]1([CH3:30])[O:25][C@@H:24](/[CH:23]=[CH:22]/[CH2:21][N:8]2[C:9]3[CH:10]=[CH:11][CH:12]=[C:13]4[C:2]([CH3:17])([CH3:1])[CH2:3][CH2:4][N:5]([C:14]=34)[C:6](=[O:16])[C:7]2=[O:15])[CH2:28][O:27]1. (3) Given the reactants [CH:1]1([CH2:4][N:5]=[C:6]=[O:7])[CH2:3][CH2:2]1.[CH:8]12[CH2:16][CH:12]([CH2:13][NH:14][CH2:15]1)[CH2:11][N:10]([CH2:17][CH:18]([OH:29])[CH2:19][O:20][C:21]1[CH:28]=[CH:27][C:24]([C:25]#[N:26])=[CH:23][CH:22]=1)[CH2:9]2, predict the reaction product. The product is: [C:25]([C:24]1[CH:23]=[CH:22][C:21]([O:20][CH2:19][CH:18]([OH:29])[CH2:17][N:10]2[CH2:9][CH:8]3[CH2:16][CH:12]([CH2:13][N:14]([C:6]([NH:5][CH2:4][CH:1]4[CH2:3][CH2:2]4)=[O:7])[CH2:15]3)[CH2:11]2)=[CH:28][CH:27]=1)#[N:26]. (4) Given the reactants [CH:1]1[C:13]2[CH:12]([CH2:14][O:15][C:16]([N:18]3[CH2:22][C@H:21]([OH:23])[CH2:20][C@H:19]3[C:24](=[O:32])[NH:25][CH2:26][CH2:27][O:28][CH2:29][CH2:30][OH:31])=[O:17])[C:11]3[C:6](=[CH:7][CH:8]=[CH:9][CH:10]=3)[C:5]=2[CH:4]=[CH:3][CH:2]=1.[CH3:33][O:34][C:35]1[CH:56]=[CH:55][C:38]([C:39](Cl)([C:48]2[CH:53]=[CH:52][CH:51]=[CH:50][CH:49]=2)[C:40]2[CH:45]=[CH:44][C:43]([O:46][CH3:47])=[CH:42][CH:41]=2)=[CH:37][CH:36]=1, predict the reaction product. The product is: [CH:1]1[C:13]2[CH:12]([CH2:14][O:15][C:16]([N:18]3[CH2:22][C@H:21]([OH:23])[CH2:20][C@H:19]3[C:24](=[O:32])[NH:25][CH2:26][CH2:27][O:28][CH2:29][CH2:30][O:31][C:39]([C:38]3[CH:55]=[CH:56][C:35]([O:34][CH3:33])=[CH:36][CH:37]=3)([C:40]3[CH:45]=[CH:44][C:43]([O:46][CH3:47])=[CH:42][CH:41]=3)[C:48]3[CH:49]=[CH:50][CH:51]=[CH:52][CH:53]=3)=[O:17])[C:11]3[C:6](=[CH:7][CH:8]=[CH:9][CH:10]=3)[C:5]=2[CH:4]=[CH:3][CH:2]=1.